The task is: Predict the reaction yield, written as a fraction of the theoretical maximum amount of product (1.0 means a 100% yield; for example, 0.34 means a 34% yield).. This data is from Reaction yield outcomes from USPTO patents with 853,638 reactions. The reactants are [NH2:1][C:2]1[S:3][CH:4]=[C:5]([CH3:12])[C:6]=1[C:7]([O:9][CH2:10]C)=[O:8].[OH-].[Na+].C(Cl)(Cl)=[O:16].C1(C)C=CC=CC=1. The catalyst is CO. The product is [CH3:12][C:5]1[C:6]2[C:7](=[O:8])[O:9][C:10](=[O:16])[NH:1][C:2]=2[S:3][CH:4]=1. The yield is 0.590.